From a dataset of Catalyst prediction with 721,799 reactions and 888 catalyst types from USPTO. Predict which catalyst facilitates the given reaction. (1) Reactant: Cl[C:2]([O:4][CH3:5])=[O:3].[Br:6][C:7]1[CH:12]=[CH:11][C:10]([CH2:13][NH2:14])=[C:9]([F:15])[CH:8]=1.C(N(CC)CC)C. Product: [CH3:5][O:4][C:2](=[O:3])[NH:14][CH2:13][C:10]1[CH:11]=[CH:12][C:7]([Br:6])=[CH:8][C:9]=1[F:15]. The catalyst class is: 2. (2) Reactant: [CH3:1][S:2][C:3]1[N:8]=[C:7]([C:9]2[C:10]([C:14]3[CH:15]=[C:16]4[CH:22]=[CH:21][N:20]([S:23]([C:26]5[CH:31]=[CH:30][CH:29]=[CH:28][CH:27]=5)(=[O:25])=[O:24])[C:17]4=[N:18][CH:19]=3)=[N:11][NH:12][CH:13]=2)[CH:6]=[CH:5][N:4]=1.Br[CH2:33][C:34]#[N:35].C(=O)([O-])[O-].[K+].[K+]. Product: [C:26]1([S:23]([N:20]2[C:17]3=[N:18][CH:19]=[C:14]([C:10]4[C:9]([C:7]5[CH:6]=[CH:5][N:4]=[C:3]([S:2][CH3:1])[N:8]=5)=[CH:13][N:12]([CH2:33][C:34]#[N:35])[N:11]=4)[CH:15]=[C:16]3[CH:22]=[CH:21]2)(=[O:24])=[O:25])[CH:27]=[CH:28][CH:29]=[CH:30][CH:31]=1. The catalyst class is: 3. (3) Product: [F:1][C:2]1[CH:30]=[CH:29][C:5]([CH2:6][N:7]2[C:15]3[CH:14]=[CH:13][CH:12]=[CH:11][C:10]=3[C:9]3[CH2:16][C@H:17]4[C:27](=[O:28])[N:31]([CH2:34][CH2:35][C:36]([O:38][C:39]([CH3:41])([CH3:40])[CH3:42])=[O:37])[C:32](=[S:33])[N:18]4[CH2:19][C:8]2=3)=[CH:4][CH:3]=1. The catalyst class is: 95. Reactant: [F:1][C:2]1[CH:30]=[CH:29][C:5]([CH2:6][N:7]2[C:15]3[C:10](=[CH:11][CH:12]=[CH:13][CH:14]=3)[C:9]3[CH2:16][C@@H:17]([CH2:27][OH:28])[N:18](C(OC(C)(C)C)=O)[CH2:19][C:8]2=3)=[CH:4][CH:3]=1.[N:31]([CH2:34][CH2:35][C:36]([O:38][C:39]([CH3:42])([CH3:41])[CH3:40])=[O:37])=[C:32]=[S:33].CCN(CC)CC.CS(C)=O. (4) Reactant: [NH2:1][C:2]1[CH:9]=[CH:8][C:5]([C:6]#[N:7])=[CH:4][CH:3]=1.Cl[CH2:11][C:12]([O-:14])=[O:13].[Na+].C(=O)(O)[O-].[Na+]. Product: [C:6]([C:5]1[CH:8]=[CH:9][C:2]([NH:1][CH2:11][C:12]([OH:14])=[O:13])=[CH:3][CH:4]=1)#[N:7]. The catalyst class is: 6. (5) Reactant: [Br:1][C:2]1[C:3]([OH:15])=[C:4]([O:13][CH3:14])[C:5]([N+:10]([O-])=O)=[C:6]([CH:9]=1)[CH:7]=[O:8]. The catalyst class is: 314. Product: [NH2:10][C:5]1[C:4]([O:13][CH3:14])=[C:3]([OH:15])[C:2]([Br:1])=[CH:9][C:6]=1[CH:7]=[O:8].